Dataset: Full USPTO retrosynthesis dataset with 1.9M reactions from patents (1976-2016). Task: Predict the reactants needed to synthesize the given product. (1) The reactants are: [N+:1]([C:4]1[CH:8]=[N:7][NH:6][N:5]=1)([O-:3])=[O:2].Cl[C:10]([F:15])([F:14])C([O-])=O.[Na+].C([O-])([O-])=O.[K+].[K+]. Given the product [F:14][CH:10]([F:15])[N:6]1[N:5]=[C:4]([N+:1]([O-:3])=[O:2])[CH:8]=[N:7]1, predict the reactants needed to synthesize it. (2) Given the product [Cl:27][C:25]1[CH:26]=[C:9]([Cl:8])[C:10]([O:11][C:12]2[N:16]([CH3:17])[N:15]=[C:14]([CH:18]([CH3:20])[CH3:19])[C:13]=2[CH:21]=[CH2:1])=[CH:23][C:24]=1[OH:28], predict the reactants needed to synthesize it. The reactants are: [CH3:1][Si](C[Mg]Cl)(C)C.[Cl:8][C:9]1[CH:26]=[C:25]([Cl:27])[C:24]([OH:28])=[CH:23][C:10]=1[O:11][C:12]1[N:16]([CH3:17])[N:15]=[C:14]([CH:18]([CH3:20])[CH3:19])[C:13]=1[CH:21]=O.Cl. (3) Given the product [ClH:18].[CH3:21][O:20][CH:19]([O:22][CH3:23])[C@@H:9]1[CH2:12][CH2:13][CH2:14][NH:8]1, predict the reactants needed to synthesize it. The reactants are: C([N:8]1[CH2:14][CH2:13][CH2:12][C@H:9]1C=O)(OC(C)(C)C)=O.C([Cl:18])(=O)C.[CH:19](OC)([O:22][CH3:23])[O:20][CH3:21].